From a dataset of Reaction yield outcomes from USPTO patents with 853,638 reactions. Predict the reaction yield, written as a fraction of the theoretical maximum amount of product (1.0 means a 100% yield; for example, 0.34 means a 34% yield). (1) The reactants are [C:1]([C:4]1[CH:9]=[CH:8][C:7](B(O)O)=[CH:6][CH:5]=1)([OH:3])=[O:2].[C:13]([O-])([O-])=O.[Na+].[Na+].FC(F)(F)S(O[C:25]1[CH:30]=[C:29]([CH:31]=[O:32])[CH:28]=[C:27]([O:33][CH2:34][C:35]2[CH:40]=[CH:39][CH:38]=[CH:37][CH:36]=2)[CH:26]=1)(=O)=O.CI.C([O-])([O-])=O.[K+].[K+]. The catalyst is COCCOC.C1C=CC([P]([Pd]([P](C2C=CC=CC=2)(C2C=CC=CC=2)C2C=CC=CC=2)([P](C2C=CC=CC=2)(C2C=CC=CC=2)C2C=CC=CC=2)[P](C2C=CC=CC=2)(C2C=CC=CC=2)C2C=CC=CC=2)(C2C=CC=CC=2)C2C=CC=CC=2)=CC=1.CCOC(C)=O. The product is [CH2:34]([O:33][C:27]1[CH:26]=[C:25]([C:7]2[CH:8]=[CH:9][C:4]([C:1]([O:3][CH3:13])=[O:2])=[CH:5][CH:6]=2)[CH:30]=[C:29]([CH:31]=[O:32])[CH:28]=1)[C:35]1[CH:36]=[CH:37][CH:38]=[CH:39][CH:40]=1. The yield is 0.480. (2) The reactants are [C:1]([C:3]1[C:21]([N+:22]([O-:24])=[O:23])=[CH:20][CH:19]=[CH:18][C:4]=1[O:5][CH2:6][CH2:7][CH2:8][CH2:9][NH:10]C(=O)OC(C)(C)C)#[N:2]. The catalyst is C(Cl)Cl.C(O)(C(F)(F)F)=O. The product is [NH2:10][CH2:9][CH2:8][CH2:7][CH2:6][O:5][C:4]1[CH:18]=[CH:19][CH:20]=[C:21]([N+:22]([O-:24])=[O:23])[C:3]=1[C:1]#[N:2]. The yield is 1.00. (3) The reactants are [CH3:1][C:2]([CH3:22])([CH3:21])[C:3]#[C:4][C:5]1[CH:10]=[C:9]([N+:11]([O-:13])=[O:12])[C:8](F)=[CH:7][C:6]=1[NH:15]C(=O)CCC.[CH3:23][C:24]([O-:27])([CH3:26])[CH3:25].[K+].O. The catalyst is CN(C=O)C. The product is [C:24]([O:27][C:8]1[CH:7]=[C:6]2[C:5]([CH:4]=[C:3]([C:2]([CH3:1])([CH3:21])[CH3:22])[NH:15]2)=[CH:10][C:9]=1[N+:11]([O-:13])=[O:12])([CH3:26])([CH3:25])[CH3:23]. The yield is 0.210. (4) The reactants are Br[C:2]1[CH:3]=[C:4]([C:14]([NH:16][CH2:17][C:18]2[C:19](=[O:26])[NH:20][C:21]([CH3:25])=[CH:22][C:23]=2[CH3:24])=[O:15])[C:5]2[CH:10]=[N:9][N:8]([CH:11]([CH3:13])[CH3:12])[C:6]=2[N:7]=1.C([O-])([O-])=O.[K+].[K+].Cl.[NH:34]1[CH2:39][CH2:38][C:37](=[O:40])[CH2:36][CH2:35]1.O. The catalyst is CN(C=O)C.CO.C(Cl)Cl. The product is [CH3:24][C:23]1[CH:22]=[C:21]([CH3:25])[NH:20][C:19](=[O:26])[C:18]=1[CH2:17][NH:16][C:14]([C:4]1[C:5]2[CH:10]=[N:9][N:8]([CH:11]([CH3:13])[CH3:12])[C:6]=2[N:7]=[C:2]([N:34]2[CH2:39][CH2:38][C:37](=[O:40])[CH2:36][CH2:35]2)[CH:3]=1)=[O:15]. The yield is 0.288. (5) The reactants are [C:1]([NH:4][C:5]1[S:6][CH:7]=[C:8]([CH:10]=[CH:11][C:12]2[CH:13]=[C:14](/[CH:17]=[CH:18]/[C:19]([O:21][CH3:22])=[O:20])[S:15][CH:16]=2)[N:9]=1)(=[O:3])[CH3:2]. The yield is 0.830. The product is [C:1]([NH:4][C:5]1[S:6][CH:7]=[C:8]([CH2:10][CH2:11][C:12]2[CH:13]=[C:14]([CH2:17][CH2:18][C:19]([O:21][CH3:22])=[O:20])[S:15][CH:16]=2)[N:9]=1)(=[O:3])[CH3:2]. The catalyst is C(OCC)(=O)C.C(O)(=O)C.[C].[Pd]. (6) The reactants are [CH3:1][O:2][C:3](=[O:15])[C:4]1[CH:13]=[CH:12][C:11](Br)=[C:6]([C:7]([O:9][CH3:10])=[O:8])[CH:5]=1.[Cu][C:17]#[N:18].[Cl-].[NH4+]. The catalyst is CN(C=O)C. The product is [CH3:1][O:2][C:3](=[O:15])[C:4]1[CH:13]=[CH:12][C:11]([C:17]#[N:18])=[C:6]([C:7]([O:9][CH3:10])=[O:8])[CH:5]=1. The yield is 0.800. (7) The reactants are C([O:4][CH2:5][C:6]1[O:7][C:8]2[C:14]([O:15][CH3:16])=[C:13]([O:17][CH3:18])[CH:12]=[C:11]([CH2:19][C:20]3[C:21]([NH2:27])=[N:22][C:23]([NH2:26])=[N:24][CH:25]=3)[C:9]=2[CH:10]=1)C=C.C([O-])=O.[NH4+]. The catalyst is C(#N)C. The product is [NH2:26][C:23]1[N:22]=[C:21]([NH2:27])[C:20]([CH2:19][C:11]2[C:9]3[CH:10]=[C:6]([CH2:5][OH:4])[O:7][C:8]=3[C:14]([O:15][CH3:16])=[C:13]([O:17][CH3:18])[CH:12]=2)=[CH:25][N:24]=1. The yield is 0.840.